This data is from Full USPTO retrosynthesis dataset with 1.9M reactions from patents (1976-2016). The task is: Predict the reactants needed to synthesize the given product. (1) Given the product [Cl:1][C:2]1[CH:3]=[CH:4][C:5]([C:8]2[O:16][C:15]3[CH:14]=[CH:13][N:12]([C:26]4[CH:27]=[CH:28][C:23]5[N:24]([C:30]([CH3:31])=[C:21]([CH:18]6[CH2:20][CH2:19]6)[N:22]=5)[CH:25]=4)[C:11](=[O:17])[C:10]=3[CH:9]=2)=[N:6][CH:7]=1, predict the reactants needed to synthesize it. The reactants are: [Cl:1][C:2]1[CH:3]=[CH:4][C:5]([C:8]2[O:16][C:15]3[CH:14]=[CH:13][NH:12][C:11](=[O:17])[C:10]=3[CH:9]=2)=[N:6][CH:7]=1.[CH:18]1([C:21]2[N:22]=[C:23]3[CH:28]=[CH:27][C:26](I)=[CH:25][N:24]3[C:30]=2[CH3:31])[CH2:20][CH2:19]1.CNCCNC.C(=O)([O-])[O-].[K+].[K+]. (2) Given the product [CH2:3]([N:5]([CH2:13][CH3:14])[C:6](=[O:12])/[CH:7]=[C:15](/[C:18]1[O:22][C:21]2[C:23]([O:27][CH:28]([C:30]3[CH:35]=[CH:34][CH:33]=[CH:32][CH:31]=3)[CH3:29])=[CH:24][CH:25]=[CH:26][C:20]=2[CH:19]=1)\[CH3:16])[CH3:4], predict the reactants needed to synthesize it. The reactants are: [H-].[Na+].[CH2:3]([N:5]([CH2:13][CH3:14])[C:6](=[O:12])[CH2:7]P(O)(O)=O)[CH3:4].[C:15]([C:18]1[O:22][C:21]2[C:23]([O:27][CH:28]([C:30]3[CH:35]=[CH:34][CH:33]=[CH:32][CH:31]=3)[CH3:29])=[CH:24][CH:25]=[CH:26][C:20]=2[CH:19]=1)(=O)[CH3:16].[NH4+].[Cl-]. (3) Given the product [I:17][N:4]1[C:5](=[O:6])[C:7]2[C:12](=[CH:11][CH:10]=[CH:9][CH:8]=2)[S:1]1(=[O:2])=[O:3], predict the reactants needed to synthesize it. The reactants are: [S:1]1([C:12]2[C:7](=[CH:8][CH:9]=[CH:10][CH:11]=2)[C:5](=[O:6])[NH:4]1)(=[O:3])=[O:2].C(O[I:17](C1C=CC=CC=1)OC(=O)C)(=O)C.II. (4) Given the product [CH:12]1([CH2:11][N:8]2[C:9]3[C:5](=[CH:4][CH:3]=[C:2]([B:19]4[O:23][C:22]([CH3:25])([CH3:24])[C:21]([CH3:27])([CH3:26])[O:20]4)[CH:10]=3)[C:6]([CH3:18])([CH3:17])[C:7]2=[O:16])[CH2:15][CH2:14][CH2:13]1, predict the reactants needed to synthesize it. The reactants are: Br[C:2]1[CH:10]=[C:9]2[C:5]([C:6]([CH3:18])([CH3:17])[C:7](=[O:16])[N:8]2[CH2:11][CH:12]2[CH2:15][CH2:14][CH2:13]2)=[CH:4][CH:3]=1.[B:19]1([B:19]2[O:23][C:22]([CH3:25])([CH3:24])[C:21]([CH3:27])([CH3:26])[O:20]2)[O:23][C:22]([CH3:25])([CH3:24])[C:21]([CH3:27])([CH3:26])[O:20]1.C([O-])(=O)C.[K+].ClCCl. (5) Given the product [CH:1]1([C:7]2[CH:8]=[N:9][N:10]([CH2:12][CH2:13][C@@:14]([CH3:22])([S:18]([CH3:21])(=[O:19])=[O:20])[C:15]([OH:17])=[O:16])[CH:11]=2)[CH2:2][CH2:3][CH2:4][CH2:5][CH2:6]1, predict the reactants needed to synthesize it. The reactants are: [CH:1]1([C:7]2[CH:8]=[N:9][N:10]([CH2:12][CH2:13][C@@:14]([CH3:22])([S:18]([CH3:21])(=[O:20])=[O:19])[C:15]([O-:17])=[O:16])[CH:11]=2)[CH2:6][CH2:5][CH2:4][CH2:3][CH2:2]1.[Li+].[OH-].